From a dataset of hERG potassium channel inhibition data for cardiac toxicity prediction from Karim et al.. Regression/Classification. Given a drug SMILES string, predict its toxicity properties. Task type varies by dataset: regression for continuous values (e.g., LD50, hERG inhibition percentage) or binary classification for toxic/non-toxic outcomes (e.g., AMES mutagenicity, cardiotoxicity, hepatotoxicity). Dataset: herg_karim. (1) The molecule is Cc1[nH]nc2c1c(=O)n(C[C@H](F)CN)c1cc(C3CCCCC3)c(C3CCCCC3)cc21. The result is 0 (non-blocker). (2) The compound is Cc1ccc2c(-c3nnc(SCCCN4CCc5cc6nc(C(F)(F)F)oc6cc5CC4)n3C)cccc2n1. The result is 1 (blocker). (3) The drug is Cc1c2c(n3c1CCCNC(=O)[C@H](C)Nc1cc-3ccc1C(N)=O)CC(C)(C)CC2=O. The result is 0 (non-blocker). (4) The drug is C[C@@H](CNCc1ccccc1)N1C[C@H](CCCNC(=N)N)N(CCc2cccc(F)c2)C1=S. The result is 0 (non-blocker). (5) The compound is COc1cc(Nc2nn3c(N[C@H](CO)Cc4ccccc4)cc(C4CC4)nc3c2C(N)=O)cc(OC)c1. The result is 1 (blocker). (6) The result is 1 (blocker). The compound is CS(=O)(=O)Nc1ccc(OCC(O)CNCCOc2ccc(-n3ccnc3)cc2)cc1. (7) The compound is Clc1ccc(-n2ncc3c2CCCC3=CCN2CCOCC2)cc1Cl. The result is 1 (blocker). (8) The result is 0 (non-blocker). The drug is COc1cc(OC)c(/C=C/S(=O)(=O)Cc2cnc(OC)c(N)c2)c(OC)c1.